This data is from Full USPTO retrosynthesis dataset with 1.9M reactions from patents (1976-2016). The task is: Predict the reactants needed to synthesize the given product. (1) The reactants are: [H-].[Na+].[Cl:3][C:4]1[CH:9]=[CH:8][N:7]=[C:6]2[NH:10][CH:11]=[CH:12][C:5]=12.Cl[CH2:14][O:15][CH2:16][CH2:17][Si:18]([CH3:21])([CH3:20])[CH3:19]. Given the product [Cl:3][C:4]1[CH:9]=[CH:8][N:7]=[C:6]2[N:10]([CH2:14][O:15][CH2:16][CH2:17][Si:18]([CH3:21])([CH3:20])[CH3:19])[CH:11]=[CH:12][C:5]=12, predict the reactants needed to synthesize it. (2) The reactants are: [CH3:1][N:2]([CH3:36])[CH2:3][CH2:4][N:5]1[C:9]2[CH:10]=[CH:11][C:12]([S:14]([CH2:17][CH:18]3[CH2:23][CH2:22][N:21]([C:24]([C:26]4[CH:27]=[N:28][NH:29][CH:30]=4)=[O:25])[CH2:20][CH2:19]3)(=[O:16])=[O:15])=[CH:13][C:8]=2[N:7]=[C:6]1[CH2:31][C:32]([CH3:35])([CH3:34])[CH3:33].[ClH:37].C(OCC)(=O)C.CO. Given the product [ClH:37].[CH3:1][N:2]([CH3:36])[CH2:3][CH2:4][N:5]1[C:9]2[CH:10]=[CH:11][C:12]([S:14]([CH2:17][CH:18]3[CH2:23][CH2:22][N:21]([C:24]([C:26]4[CH:30]=[N:29][NH:28][CH:27]=4)=[O:25])[CH2:20][CH2:19]3)(=[O:16])=[O:15])=[CH:13][C:8]=2[N:7]=[C:6]1[CH2:31][C:32]([CH3:34])([CH3:33])[CH3:35], predict the reactants needed to synthesize it. (3) Given the product [C:12]([N:9]1[CH2:8][CH2:7][C:6]([CH3:20])([C:4]([OH:5])=[O:3])[CH2:11][CH2:10]1)(=[O:19])[C:13]1[CH:18]=[CH:17][CH:16]=[CH:15][CH:14]=1, predict the reactants needed to synthesize it. The reactants are: C([O:3][C:4]([C:6]1([CH3:20])[CH2:11][CH2:10][N:9]([C:12](=[O:19])[C:13]2[CH:18]=[CH:17][CH:16]=[CH:15][CH:14]=2)[CH2:8][CH2:7]1)=[O:5])C.[OH-].[Na+]. (4) Given the product [NH2:1][C:2]1[N:7]=[C:6]([NH2:8])[C:5]([CH2:9][C:10]2[CH:11]=[C:12]([C:26]#[C:25][CH2:24][CH2:23][CH2:22][C:21]([OH:28])=[O:27])[C:13]([O:18][CH3:19])=[C:14]([O:16][CH3:17])[CH:15]=2)=[CH:4][N:3]=1, predict the reactants needed to synthesize it. The reactants are: [NH2:1][C:2]1[N:7]=[C:6]([NH2:8])[C:5]([CH2:9][C:10]2[CH:15]=[C:14]([O:16][CH3:17])[C:13]([O:18][CH3:19])=[C:12](I)[CH:11]=2)=[CH:4][N:3]=1.[C:21]([O:28]CC1C=CC=CC=1)(=[O:27])[CH2:22][CH2:23][CH2:24][C:25]#[CH:26]. (5) Given the product [CH:1]1([C:4]2[N:31]=[C:7]3[N:8]([CH2:33][C:34]4[CH:39]=[CH:38][C:37]([F:40])=[CH:36][CH:35]=4)[C:9](=[O:30])[C:10]([CH2:15][C:16]4[CH:21]=[CH:20][C:19]([C:22]5[C:23]([C:28]#[N:29])=[CH:24][CH:25]=[CH:26][CH:27]=5)=[CH:18][CH:17]=4)=[C:11]([CH2:12][CH2:13][CH3:14])[N:6]3[N:5]=2)[CH2:2][CH2:3]1, predict the reactants needed to synthesize it. The reactants are: [CH:1]1([C:4]2[N:31]=[C:7]3[NH:8][C:9](=[O:30])[C:10]([CH2:15][C:16]4[CH:21]=[CH:20][C:19]([C:22]5[C:23]([C:28]#[N:29])=[CH:24][CH:25]=[CH:26][CH:27]=5)=[CH:18][CH:17]=4)=[C:11]([CH2:12][CH2:13][CH3:14])[N:6]3[N:5]=2)[CH2:3][CH2:2]1.Br[CH2:33][C:34]1[CH:39]=[CH:38][C:37]([F:40])=[CH:36][CH:35]=1.C(=O)([O-])[O-].[K+].[K+].CN(C)C=O. (6) Given the product [C:1]([O:4][C:5]1[C:10]([CH3:11])=[CH:9][C:8]([OH:12])=[CH:7][C:6]=1[C:16]([CH3:19])([CH3:18])[CH3:17])(=[O:3])[CH3:2], predict the reactants needed to synthesize it. The reactants are: [C:1]([O:4][C:5]1[C:10]([CH3:11])=[CH:9][C:8]([O:12]C(=O)C)=[CH:7][C:6]=1[C:16]([CH3:19])([CH3:18])[CH3:17])(=[O:3])[CH3:2].S(S([O-])=O)([O-])=O.[Na+].[Na+].[OH-].[Na+].Cl. (7) Given the product [Cl:8][C:4]1[CH:5]=[N:6][CH:7]=[C:2]([C:18]2[CH:17]=[CH:16][C:15]([S:12]([CH:9]([CH3:11])[CH3:10])(=[O:14])=[O:13])=[CH:20][CH:19]=2)[N:3]=1, predict the reactants needed to synthesize it. The reactants are: Cl[C:2]1[CH:7]=[N:6][CH:5]=[C:4]([Cl:8])[N:3]=1.[CH:9]([S:12]([C:15]1[CH:20]=[CH:19][C:18](B(O)O)=[CH:17][CH:16]=1)(=[O:14])=[O:13])([CH3:11])[CH3:10].C([O-])([O-])=O.[Na+].[Na+].